Task: Predict which catalyst facilitates the given reaction.. Dataset: Catalyst prediction with 721,799 reactions and 888 catalyst types from USPTO (1) Reactant: [F:1][C:2]([F:15])([F:14])[C:3]1[N:8]=[CH:7][C:6]([C:9](OCC)=[O:10])=[CH:5][N:4]=1.CC(C[AlH]CC(C)C)C. Product: [F:15][C:2]([F:1])([F:14])[C:3]1[N:4]=[CH:5][C:6]([CH:9]=[O:10])=[CH:7][N:8]=1. The catalyst class is: 4. (2) Reactant: [NH2:1][C:2]1[N:7]=[C:6]([N:8]2[C:16]3[C:11](=[C:12]([O:18][CH3:19])[CH:13]=[C:14]([Br:17])[CH:15]=3)[C:10]([CH:20]=[O:21])=[CH:9]2)[C:5]([F:22])=[CH:4][N:3]=1.[BH4-].[Na+].O. Product: [NH2:1][C:2]1[N:7]=[C:6]([N:8]2[C:16]3[C:11](=[C:12]([O:18][CH3:19])[CH:13]=[C:14]([Br:17])[CH:15]=3)[C:10]([CH2:20][OH:21])=[CH:9]2)[C:5]([F:22])=[CH:4][N:3]=1. The catalyst class is: 121. (3) Reactant: C1(P(C2C=CC=CC=2)C2C=CC3C(=CC=CC=3)C=2C2C3C(=CC=CC=3)C=CC=2P(C2C=CC=CC=2)C2C=CC=CC=2)C=CC=CC=1.C(=O)([O-])[O-].[Cs+].[Cs+].Br[C:54]1[CH:59]=[C:58]([CH3:60])[CH:57]=[CH:56][C:55]=1[O:61][CH3:62].[NH:63]1[CH2:68][CH2:67][NH:66][CH2:65][CH2:64]1. Product: [CH3:62][O:61][C:55]1[CH:56]=[CH:57][C:58]([CH3:60])=[CH:59][C:54]=1[N:63]1[CH2:68][CH2:67][NH:66][CH2:65][CH2:64]1. The catalyst class is: 11. (4) The catalyst class is: 9. Product: [Br:1][C:2]1[CH:10]=[CH:9][C:5]([C:6]([N:15]2[CH2:14][CH2:13][N:12]([C:18]([O:20][C:21]([CH3:24])([CH3:23])[CH3:22])=[O:19])[CH2:17][CH2:16]2)=[O:7])=[C:4]([F:11])[CH:3]=1. Reactant: [Br:1][C:2]1[CH:10]=[CH:9][C:5]([C:6](Cl)=[O:7])=[C:4]([F:11])[CH:3]=1.[N:12]1([C:18]([O:20][C:21]([CH3:24])([CH3:23])[CH3:22])=[O:19])[CH2:17][CH2:16][NH:15][CH2:14][CH2:13]1.CCN(C(C)C)C(C)C. (5) Reactant: C[O:2][C:3](=O)[CH2:4][N:5]1[CH:9]=[C:8]([N:10]2[C:22]3[C:21]4[CH:20]=[C:19]([Br:23])[CH:18]=[CH:17][C:16]=4[N:15]=[CH:14][C:13]=3[N:12]([CH3:24])[C:11]2=[O:25])[C:7]([CH3:26])=[N:6]1.CO.[BH4-].[Na+]. Product: [Br:23][C:19]1[CH:18]=[CH:17][C:16]2[N:15]=[CH:14][C:13]3[N:12]([CH3:24])[C:11](=[O:25])[N:10]([C:8]4[C:7]([CH3:26])=[N:6][N:5]([CH2:4][CH2:3][OH:2])[CH:9]=4)[C:22]=3[C:21]=2[CH:20]=1. The catalyst class is: 1.